Dataset: Catalyst prediction with 721,799 reactions and 888 catalyst types from USPTO. Task: Predict which catalyst facilitates the given reaction. (1) Reactant: [CH3:1][N:2]1[C:7](=[O:8])[CH:6]=[C:5]([C:9]2[CH:14]=[CH:13][N:12]=[CH:11][N:10]=2)[N:4]=[C:3]1[O:15][CH:16]1[CH2:21][CH2:20][NH:19][CH2:18][CH2:17]1.[CH3:22][N:23]([CH2:25][C:26]1[CH:34]=[CH:33][C:29]([C:30](O)=[O:31])=[CH:28][CH:27]=1)[CH3:24].Cl.CN(C)CCCN=C=NCC.O.ON1C2C=CC=CC=2N=N1.C(N(CC)C(C)C)(C)C. Product: [CH3:24][N:23]([CH2:25][C:26]1[CH:27]=[CH:28][C:29]([C:30]([N:19]2[CH2:20][CH2:21][CH:16]([O:15][C:3]3[N:2]([CH3:1])[C:7](=[O:8])[CH:6]=[C:5]([C:9]4[CH:14]=[CH:13][N:12]=[CH:11][N:10]=4)[N:4]=3)[CH2:17][CH2:18]2)=[O:31])=[CH:33][CH:34]=1)[CH3:22]. The catalyst class is: 9. (2) Reactant: [Cl:1][C:2]1[CH:7]=[CH:6][C:5]([OH:8])=[CH:4][C:3]=1[CH3:9].C(N(CC)CC)C.[CH3:17][S:18](Cl)(=[O:20])=[O:19].CCOC(C)=O. Product: [Cl:1][C:2]1[CH:7]=[CH:6][C:5]([O:8][S:18]([CH3:17])(=[O:20])=[O:19])=[CH:4][C:3]=1[CH3:9]. The catalyst class is: 2. (3) Reactant: [NH2:1][C@@H:2]([CH2:33][C:34]1[CH:39]=[CH:38][CH:37]=[CH:36][CH:35]=1)[C@@H:3]([OH:32])[CH2:4][C@@H:5]([NH:19][C:20]([C@@H:22]([NH:27][C:28](=[O:31])[O:29][CH3:30])[C:23]([CH3:26])([CH3:25])[CH3:24])=[O:21])[CH2:6][C:7]1[CH:12]=[CH:11][C:10]([C:13]2[CH:18]=[CH:17][CH:16]=[CH:15][N:14]=2)=[CH:9][CH:8]=1.[CH3:40][C:41]([CH3:61])([CH3:60])[C@H:42]([N:46]1[CH2:50][CH2:49][N:48]([CH2:51][C:52]2[CH:57]=[CH:56][CH:55]=[C:54]([CH3:58])[CH:53]=2)[C:47]1=[O:59])[C:43](O)=[O:44].CCOP(ON1N=NC2C=CC=CC=2C1=O)(OCC)=O.C(N(CC)C(C)C)(C)C. Product: [CH3:40][C:41]([CH3:61])([CH3:60])[C@H:42]([N:46]1[CH2:50][CH2:49][N:48]([CH2:51][C:52]2[CH:57]=[CH:56][CH:55]=[C:54]([CH3:58])[CH:53]=2)[C:47]1=[O:59])[C:43]([NH:1][C@@H:2]([CH2:33][C:34]1[CH:35]=[CH:36][CH:37]=[CH:38][CH:39]=1)[C@@H:3]([OH:32])[CH2:4][C@@H:5]([NH:19][C:20]([C@@H:22]([NH:27][C:28](=[O:31])[O:29][CH3:30])[C:23]([CH3:26])([CH3:25])[CH3:24])=[O:21])[CH2:6][C:7]1[CH:12]=[CH:11][C:10]([C:13]2[CH:18]=[CH:17][CH:16]=[CH:15][N:14]=2)=[CH:9][CH:8]=1)=[O:44]. The catalyst class is: 1. (4) Reactant: [Cl:1][C:2]1[N:7]=[N:6][C:5]([NH2:8])=[CH:4][CH:3]=1.Cl[CH2:10][C:11](=O)[CH3:12].C(N(CC)CC)C. Product: [Cl:1][C:2]1[CH:3]=[CH:4][C:5]2[N:6]([CH:10]=[C:11]([CH3:12])[N:8]=2)[N:7]=1. The catalyst class is: 8. (5) Reactant: C([O:8][C:9](=[O:40])[CH2:10][NH:11][C:12]([C:14]1[N:15]=[C:16]([CH3:39])[C:17]2[C:22]([C:23]=1[O:24][CH2:25][C:26]1[CH:31]=[CH:30][CH:29]=[CH:28][CH:27]=1)=[CH:21][CH:20]=[C:19]([O:32][C:33]1[CH:38]=[CH:37][CH:36]=[CH:35][CH:34]=1)[CH:18]=2)=[O:13])C1C=CC=CC=1.[OH-].[K+]. Product: [CH2:25]([O:24][C:23]1[C:22]2[C:17](=[CH:18][C:19]([O:32][C:33]3[CH:38]=[CH:37][CH:36]=[CH:35][CH:34]=3)=[CH:20][CH:21]=2)[C:16]([CH3:39])=[N:15][C:14]=1[C:12]([NH:11][CH2:10][C:9]([OH:40])=[O:8])=[O:13])[C:26]1[CH:27]=[CH:28][CH:29]=[CH:30][CH:31]=1. The catalyst class is: 14. (6) Reactant: C([O:9][C@H:10]1[CH2:14][CH2:13][N:12]([C:15]([C:18]2[CH:23]=[CH:22][CH:21]=[CH:20][CH:19]=2)([CH3:17])[CH3:16])[CH2:11]1)(=O)C1C=CC=CC=1.[OH-].[K+]. Product: [C:18]1([C:15]([N:12]2[CH2:13][CH2:14][C@H:10]([OH:9])[CH2:11]2)([CH3:17])[CH3:16])[CH:19]=[CH:20][CH:21]=[CH:22][CH:23]=1. The catalyst class is: 5.